This data is from Reaction yield outcomes from USPTO patents with 853,638 reactions. The task is: Predict the reaction yield, written as a fraction of the theoretical maximum amount of product (1.0 means a 100% yield; for example, 0.34 means a 34% yield). (1) The reactants are [C:1]([O:5][C:6]([N:8]1[CH:13]2[CH2:14][CH2:15][CH:9]1[CH2:10][C:11](=[O:16])[CH2:12]2)=[O:7])([CH3:4])([CH3:3])[CH3:2].[C:17]([Mg]Br)#[CH:18]. The catalyst is O1CCCC1. The product is [C:1]([O:5][C:6]([N:8]1[CH:13]2[CH2:14][CH2:15][CH:9]1[CH2:10][C:11]([C:17]#[CH:18])([OH:16])[CH2:12]2)=[O:7])([CH3:4])([CH3:2])[CH3:3]. The yield is 0.320. (2) The reactants are COC[O:4][C:5]1[C:10]([CH:11]([CH3:13])[CH3:12])=[CH:9][C:8]([C:14]2[N:18]([C:19]3[CH:24]=[CH:23][C:22]([N:25]4[CH2:30][CH2:29][O:28][CH2:27][CH2:26]4)=[CH:21][CH:20]=3)[C:17]([OH:31])=[N:16][N:15]=2)=[C:7]([O:32]COC)[CH:6]=1.Cl. The catalyst is C(O)C. The product is [OH:31][C:17]1[N:18]([C:19]2[CH:20]=[CH:21][C:22]([N:25]3[CH2:30][CH2:29][O:28][CH2:27][CH2:26]3)=[CH:23][CH:24]=2)[C:14]([C:8]2[CH:9]=[C:10]([CH:11]([CH3:13])[CH3:12])[C:5]([OH:4])=[CH:6][C:7]=2[OH:32])=[N:15][N:16]=1. The yield is 0.220.